Dataset: Full USPTO retrosynthesis dataset with 1.9M reactions from patents (1976-2016). Task: Predict the reactants needed to synthesize the given product. (1) Given the product [CH:21]1([C:19]([N:16]2[CH2:17][CH2:18][C@@H:14]([CH2:13][N:12]3[CH:11]=[N:10][N:9]=[C:8]3[C:5]3[CH:6]=[CH:7][C:2]([C:30]4[CH:31]=[C:32]5[C:27]([CH:26]=[CH:25][NH:24]5)=[CH:28][CH:29]=4)=[CH:3][CH:4]=3)[CH2:15]2)=[O:20])[CH2:23][CH2:22]1, predict the reactants needed to synthesize it. The reactants are: Br[C:2]1[CH:7]=[CH:6][C:5]([C:8]2[N:12]([CH2:13][C@@H:14]3[CH2:18][CH2:17][N:16]([C:19]([CH:21]4[CH2:23][CH2:22]4)=[O:20])[CH2:15]3)[CH:11]=[N:10][N:9]=2)=[CH:4][CH:3]=1.[NH:24]1[C:32]2[C:27](=[CH:28][CH:29]=[C:30](B(O)O)[CH:31]=2)[CH:26]=[CH:25]1. (2) Given the product [CH3:61][N:60]([CH3:59])[C@@H:74]1[CH2:78][CH2:77][N:79]([C:2]2[N:10]=[C:9]3[C:5]([N:6]=[CH:7][N:8]3[C@@H:11]3[CH2:15][C@H:14]([N:16]4[N:20]=[N:19][C:18]([CH2:21][CH3:22])=[N:17]4)[C@@H:13]([OH:23])[C@H:12]3[OH:24])=[C:4]([NH:25][CH2:26][CH:27]([C:28]3[CH:33]=[CH:32][CH:31]=[CH:30][CH:29]=3)[C:34]3[CH:35]=[CH:36][CH:37]=[CH:38][CH:39]=3)[N:3]=2)[CH2:83]1, predict the reactants needed to synthesize it. The reactants are: Cl[C:2]1[N:10]=[C:9]2[C:5]([N:6]=[CH:7][N:8]2[C@@H:11]2[CH2:15][C@H:14]([N:16]3[N:20]=[N:19][C:18]([CH2:21][CH3:22])=[N:17]3)[C@@H:13]([OH:23])[C@H:12]2[OH:24])=[C:4]([NH:25][CH2:26][CH:27]([C:34]2[CH:39]=[CH:38][CH:37]=[CH:36][CH:35]=2)[C:28]2[CH:33]=[CH:32][CH:31]=[CH:30][CH:29]=2)[N:3]=1.FC(F)(F)C(O)=O.C1(C(C2C=CC=CC=2)CNC2N=C(NCCN3CCCCC3)N=[C:61]3C=2N=[CH:59][N:60]3[C@@H:74]2[CH2:78][C@H:77]([N:79]3[CH:83]=C(CO)C=N3)[C@@H](O)[C@H]2O)C=CC=CC=1.CN(C)[C@@H]1CCNC1. (3) The reactants are: Cl.CN.C(O)C.[CH2:7]([N:9](CC)CC)C.[C:14]12[C:20](=[CH:21][CH:22]=[CH:23][CH:24]=1)[NH:19]C(=O)O[C:15]2=[O:16]. Given the product [NH2:19][C:20]1[CH:21]=[CH:22][CH:23]=[CH:24][C:14]=1[C:15]([NH:9][CH3:7])=[O:16], predict the reactants needed to synthesize it. (4) Given the product [Cl:18][C:19]1[CH:32]=[CH:31][C:22]2[S:23][C:24]([S:27]([NH:14][C:5]3[CH:4]=[C:3]([C:2]([F:1])([F:15])[F:16])[C:13]4[O:12][CH2:11][CH2:10][NH:9][CH2:8][C:7]=4[CH:6]=3)(=[O:29])=[O:28])=[C:25]([CH3:26])[C:21]=2[CH:20]=1, predict the reactants needed to synthesize it. The reactants are: [F:1][C:2]([F:16])([F:15])[C:3]1[C:13]2[O:12][CH2:11][CH2:10][NH:9][CH2:8][C:7]=2[CH:6]=[C:5]([NH2:14])[CH:4]=1.Cl.[Cl:18][C:19]1[CH:32]=[CH:31][C:22]2[S:23][C:24]([S:27](Cl)(=[O:29])=[O:28])=[C:25]([CH3:26])[C:21]=2[CH:20]=1.CCN(C(C)C)C(C)C. (5) Given the product [CH3:25][N:22]1[CH2:23][CH2:24][CH:19]([O:11][CH:10]([C:12]2[CH:17]=[CH:16][CH:15]=[CH:14][CH:13]=2)[C:2]2[S:1][C:5]3[CH:6]=[CH:7][CH:8]=[CH:9][C:4]=3[N:3]=2)[CH2:20][CH2:21]1, predict the reactants needed to synthesize it. The reactants are: [S:1]1[C:5]2[CH:6]=[CH:7][CH:8]=[CH:9][C:4]=2[N:3]=[C:2]1[CH:10]([C:12]1[CH:17]=[CH:16][CH:15]=[CH:14][CH:13]=1)[OH:11].O[CH:19]1[CH2:24][CH2:23][N:22]([CH3:25])[CH2:21][CH2:20]1.C1(C)C=CC(S(O)(=O)=O)=CC=1.[OH-].[Na+]. (6) Given the product [CH3:18][C:13]1[NH:14][C:15]2[C:11]([CH:12]=1)=[CH:10][C:9]([NH:8][C:6](=[O:7])[C:5]1[CH:19]=[CH:20][C:2]([N:25]3[CH2:30][CH2:29][NH:28][CH2:27][CH2:26]3)=[C:3]([C:21]([F:24])([F:23])[F:22])[CH:4]=1)=[CH:17][CH:16]=2, predict the reactants needed to synthesize it. The reactants are: F[C:2]1[CH:20]=[CH:19][C:5]([C:6]([NH:8][C:9]2[CH:10]=[C:11]3[C:15](=[CH:16][CH:17]=2)[NH:14][C:13]([CH3:18])=[CH:12]3)=[O:7])=[CH:4][C:3]=1[C:21]([F:24])([F:23])[F:22].[NH:25]1[CH2:30][CH2:29][NH:28][CH2:27][CH2:26]1. (7) Given the product [CH:26]1([C:8]([N:5]2[CH2:6][CH2:7][C@@H:3]([C:1]#[N:2])[CH2:4]2)=[O:10])[CH2:28][CH2:27]1, predict the reactants needed to synthesize it. The reactants are: [C:1]([C@@H:3]1[CH2:7][CH2:6][N:5]([C:8]([O:10]C(C)(C)C)=O)[CH2:4]1)#[N:2].Cl.O1CCOCC1.C(N(CC)[CH:26]([CH3:28])[CH3:27])(C)C.C1(C(Cl)=O)CC1. (8) Given the product [CH3:19][C:20]1([CH3:44])[CH2:29][CH2:28][C:27]([CH3:30])([CH3:31])[C:26]2[CH:25]=[C:24]([C:32]3[N:33]=[C:34]([N:37]4[CH2:42][CH2:41][CH:40]([NH:2][C@@H:3]5[CH2:7][CH2:6][C@@H:5]([OH:8])[C@H:4]5[OH:9])[CH2:39][CH2:38]4)[S:35][CH:36]=3)[CH:23]=[CH:22][C:21]1=2, predict the reactants needed to synthesize it. The reactants are: Cl.[NH2:2][C@@H:3]1[CH2:7][CH2:6][C@@H:5]([OH:8])[C@H:4]1[OH:9].CCN(C(C)C)C(C)C.[CH3:19][C:20]1([CH3:44])[CH2:29][CH2:28][C:27]([CH3:31])([CH3:30])[C:26]2[CH:25]=[C:24]([C:32]3[N:33]=[C:34]([N:37]4[CH2:42][CH2:41][C:40](=O)[CH2:39][CH2:38]4)[S:35][CH:36]=3)[CH:23]=[CH:22][C:21]1=2.C(O)(=O)C.C(O[BH-](OC(=O)C)OC(=O)C)(=O)C.[Na+].C(=O)([O-])O.[Na+]. (9) The reactants are: [CH3:1][O:2][C:3]1[CH:12]=[CH:11][CH:10]=[C:9]2[C:4]=1[CH2:5][CH2:6][CH2:7][C:8]2=[N:13][NH:14][C:15](=[S:17])[NH2:16].Br[CH2:19][C:20]([C:22]1[CH:27]=[CH:26][CH:25]=[C:24]([N+:28]([O-:30])=[O:29])[CH:23]=1)=O. Given the product [CH3:1][O:2][C:3]1[CH:12]=[CH:11][CH:10]=[C:9]2[C:4]=1[CH2:5][CH2:6][CH2:7][C:8]2=[N:13][NH:14][C:15]1[S:17][CH:19]=[C:20]([C:22]2[CH:27]=[CH:26][CH:25]=[C:24]([N+:28]([O-:30])=[O:29])[CH:23]=2)[N:16]=1, predict the reactants needed to synthesize it.